From a dataset of Experimentally validated miRNA-target interactions with 360,000+ pairs, plus equal number of negative samples. Binary Classification. Given a miRNA mature sequence and a target amino acid sequence, predict their likelihood of interaction. The miRNA is hsa-miR-4495 with sequence AAUGUAAACAGGCUUUUUGCU. The protein sequence of the target gene is MNWNTKQENVPKPPPYSKTQSSILQHFLMTSTTSQSSFNYSPHNQEASQTSFNYSLHNQEACMYSGNSNSVSQPLLSGRNYITPQTQISVSNMPTRTIVASQSSMERVVSTNGKGPQQPNHNLQTVSSGIMQNVWLPSHTEATISHNPDGGTNMPYMHPPQNQLVTSDTYSMQLQMAPLHSGKVPMTHQGSQGLNHFIPDQLVDWTQYTSNELSYPEYRPPPKQYSYILPATTSLQVKNNQLPTYTQSLQSKHSVPLSSHQYAAEASKRLSALPYSCRYENQHVQNAQPVSKHLPMEVPQ.... Result: 0 (no interaction).